From a dataset of Full USPTO retrosynthesis dataset with 1.9M reactions from patents (1976-2016). Predict the reactants needed to synthesize the given product. Given the product [OH:4][CH2:3][CH2:2][C:5]1[C:13]2[O:12][CH2:11][CH:10]([C:14]3[CH:19]=[CH:18][C:17]([CH:20]([CH3:21])[CH3:22])=[CH:16][CH:15]=3)[C:9]=2[C:8]([CH3:23])=[C:7]([NH:24][C:25](=[O:31])[CH2:26][C:27]([CH3:30])([CH3:29])[CH3:28])[C:6]=1[CH3:32], predict the reactants needed to synthesize it. The reactants are: O[CH:2]([C:5]1[C:13]2[O:12][CH2:11][CH:10]([C:14]3[CH:19]=[CH:18][C:17]([CH:20]([CH3:22])[CH3:21])=[CH:16][CH:15]=3)[C:9]=2[C:8]([CH3:23])=[C:7]([NH:24][C:25](=[O:31])[CH2:26][C:27]([CH3:30])([CH3:29])[CH3:28])[C:6]=1[CH3:32])[CH2:3][OH:4].